Dataset: Full USPTO retrosynthesis dataset with 1.9M reactions from patents (1976-2016). Task: Predict the reactants needed to synthesize the given product. (1) Given the product [Cl:1][C:2]1[CH:3]=[C:4]([CH:17]=[CH:18][C:19]=1[Cl:20])[O:5][CH2:6][C:7]1[CH:16]=[CH:15][C:10]2[C:11]([NH:14][S:29]([CH3:28])(=[O:31])=[O:30])=[N:12][O:13][C:9]=2[CH:8]=1, predict the reactants needed to synthesize it. The reactants are: [Cl:1][C:2]1[CH:3]=[C:4]([CH:17]=[CH:18][C:19]=1[Cl:20])[O:5][CH2:6][C:7]1[CH:16]=[CH:15][C:10]2[C:11]([NH2:14])=[N:12][O:13][C:9]=2[CH:8]=1.C(N(CC)CC)C.[CH3:28][S:29](Cl)(=[O:31])=[O:30]. (2) Given the product [Br:1][C:2]1[CH:12]=[CH:11][C:5]2[O:6][C:7]3[C:8](=[O:9])[NH:10][C:16]([CH2:17][NH:21][C:22]4[CH:27]=[CH:26][CH:25]=[CH:24][CH:23]=4)=[N:14][C:13]=3[C:4]=2[CH:3]=1, predict the reactants needed to synthesize it. The reactants are: [Br:1][C:2]1[CH:12]=[CH:11][C:5]([O:6][CH2:7][C:8]([NH2:10])=[O:9])=[C:4]([C:13]#[N:14])[CH:3]=1.N1CCC[CH2:17][CH2:16]1.[NH2:21][C:22]1[CH:27]=[CH:26][CH:25]=[CH:24][CH:23]=1.